Dataset: hERG Central: cardiac toxicity at 1µM, 10µM, and general inhibition. Task: Predict hERG channel inhibition at various concentrations. (1) The compound is CSc1ccccc1C(=O)C1CCCN(C(=O)c2cc(C(C)C)no2)C1. Results: hERG_inhib (hERG inhibition (general)): blocker. (2) The molecule is CCN(Cc1ccc(C#CCCO)cc1)CC1CCCN(CCc2cccc(OC)c2)C1. Results: hERG_inhib (hERG inhibition (general)): blocker. (3) The molecule is COc1ccc(O)c(CN2CCN(CCc3ccccc3)C(CCO)C2)c1. Results: hERG_inhib (hERG inhibition (general)): blocker. (4) The drug is CCCCN(CCCC)CC(O)Cn1c2ccccc2c(=O)c2ccccc21. Results: hERG_inhib (hERG inhibition (general)): blocker. (5) The molecule is Cc1ccc(-n2ncc3c2CCCC3NC(=O)c2ccoc2)cc1C. Results: hERG_inhib (hERG inhibition (general)): blocker. (6) The compound is N#Cc1ncc(-c2ccc3c(c2)OCCOCCOCCOCCOCCO3)nc1C#N. Results: hERG_inhib (hERG inhibition (general)): blocker. (7) The compound is CN(CC(=O)Nc1ccc(SC(F)F)cc1)C1CCCCC1. Results: hERG_inhib (hERG inhibition (general)): blocker. (8) The molecule is O=C(NCc1ccccc1)/C(=C/c1cccc([N+](=O)[O-])c1)NC(=O)c1ccco1. Results: hERG_inhib (hERG inhibition (general)): blocker. (9) The compound is Cc1ccc(N2CCN(CCc3nc4cc(NS(C)(=O)=O)ccc4n3C)CC2)cc1. Results: hERG_inhib (hERG inhibition (general)): blocker.